Task: Predict the reaction yield, written as a fraction of the theoretical maximum amount of product (1.0 means a 100% yield; for example, 0.34 means a 34% yield).. Dataset: Reaction yield outcomes from USPTO patents with 853,638 reactions (1) The reactants are [F:1][C:2]1[CH:3]=[CH:4][C:5]([C:8]2[C:12]([CH2:13][NH:14][C:15]3[CH:19]=[C:18]([C:20]([OH:22])=O)[N:17]([CH3:23])[N:16]=3)=[C:11]([CH3:24])[O:10][N:9]=2)=[N:6][CH:7]=1.C([O-])(=O)C([O-])=O.[CH2:31]1[C:34]2([CH2:37][NH2+:36][CH2:35]2)[CH2:33][O:32]1.[CH2:31]1[C:34]2([CH2:37][NH2+:36][CH2:35]2)[CH2:33][O:32]1. No catalyst specified. The product is [F:1][C:2]1[CH:3]=[CH:4][C:5]([C:8]2[C:12]([CH2:13][NH:14][C:15]3[CH:19]=[C:18]([C:20]([N:36]4[CH2:37][C:34]5([CH2:31][O:32][CH2:33]5)[CH2:35]4)=[O:22])[N:17]([CH3:23])[N:16]=3)=[C:11]([CH3:24])[O:10][N:9]=2)=[N:6][CH:7]=1. The yield is 0.310. (2) The reactants are [F:1][C:2]1[CH:3]=[C:4]([OH:8])[CH:5]=[CH:6][CH:7]=1.[Br:9][CH2:10][CH2:11][CH2:12]Br.C([O-])([O-])=O.[Cs+].[Cs+]. The catalyst is C(#N)C. The product is [F:1][C:2]1[CH:3]=[C:4]([O:8][CH2:12][CH2:11][CH2:10][Br:9])[CH:5]=[CH:6][CH:7]=1. The yield is 0.132. (3) The reactants are [Cl:1][C:2]1[CH:11]=[C:10]([CH3:12])[C:9]([N+:13]([O-])=O)=[CH:8][C:3]=1[C:4]([O:6][CH3:7])=[O:5]. The catalyst is [Pd]. The product is [NH2:13][C:9]1[C:10]([CH3:12])=[CH:11][C:2]([Cl:1])=[C:3]([CH:8]=1)[C:4]([O:6][CH3:7])=[O:5]. The yield is 0.950. (4) The reactants are [NH:1]1[C:11]2[C:6](=[CH:7][CH:8]=[CH:9][CH:10]=2)[C:4](=O)[C:2]1=[O:3].[S:12]1[C:16]([C:17]([NH:19][NH2:20])=[O:18])=[CH:15][C:14]2[CH:21]=[CH:22][CH:23]=[CH:24][C:13]1=2. No catalyst specified. The product is [CH2:2]([N:1]1[C:11]2[C:6](=[CH:7][CH:8]=[CH:9][CH:10]=2)/[C:4](=[N:20]/[NH:19][C:17]([C:16]2[S:12][C:13]3[CH:24]=[CH:23][CH:22]=[CH:21][C:14]=3[CH:15]=2)=[O:18])/[C:2]1=[O:3])[CH2:4][CH2:6][CH2:7][CH2:8][CH3:9]. The yield is 0.820. (5) The reactants are [CH3:1][N:2]1[C@@H:19]2[CH2:20][C:7]3[CH:8]=[CH:9][C:10]([O:22][CH3:23])=[C:11]4[O:12][C@H:13]5[C:14]([CH2:16][CH2:17][C@:18]2([OH:21])[C@:5]5([C:6]=34)[CH2:4][CH2:3]1)=[O:15].[ClH:24]. The catalyst is CC(O)C. The product is [CH3:1][N:2]1[C@@H:19]2[CH2:20][C:7]3[CH:8]=[CH:9][C:10]([O:22][CH3:23])=[C:11]4[O:12][C@H:13]5[C:14]([CH2:16][CH2:17][C@:18]2([OH:21])[C@:5]5([C:6]=34)[CH2:4][CH2:3]1)=[O:15].[ClH:24]. The yield is 0.930.